Task: Predict which catalyst facilitates the given reaction.. Dataset: Catalyst prediction with 721,799 reactions and 888 catalyst types from USPTO (1) Reactant: [CH2:1]([O:5][CH2:6][CH2:7][O:8][C:9]1[CH:14]=[CH:13][C:12]([C:15]2[CH:16]=[CH:17][C:18]3[NH:24][CH2:23][CH2:22][C:21]([C:25]([O:27][CH3:28])=[O:26])=[CH:20][C:19]=3[CH:29]=2)=[CH:11][CH:10]=1)[CH2:2][CH2:3][CH3:4].N1C=CC=CC=1.[CH3:36][S:37](O[S:37]([CH3:36])(=[O:39])=[O:38])(=[O:39])=[O:38].O. Product: [CH2:1]([O:5][CH2:6][CH2:7][O:8][C:9]1[CH:10]=[CH:11][C:12]([C:15]2[CH:16]=[CH:17][C:18]3[N:24]([S:37]([CH3:36])(=[O:39])=[O:38])[CH2:23][CH2:22][C:21]([C:25]([O:27][CH3:28])=[O:26])=[CH:20][C:19]=3[CH:29]=2)=[CH:13][CH:14]=1)[CH2:2][CH2:3][CH3:4]. The catalyst class is: 1. (2) Reactant: [CH2:1]([O:3][C:4](=[O:16])[C:5]([C:14]#[N:15])=[CH:6][C:7]1[CH:12]=[CH:11][C:10]([Br:13])=[CH:9][CH:8]=1)[CH3:2].[Cl:17][C:18]1[CH:23]=[CH:22][C:21]([Mg]Br)=[CH:20][C:19]=1[F:26].Cl. Product: [CH2:1]([O:3][C:4](=[O:16])[CH:5]([C:14]#[N:15])[CH:6]([C:7]1[CH:8]=[CH:9][C:10]([Br:13])=[CH:11][CH:12]=1)[C:21]1[CH:22]=[CH:23][C:18]([Cl:17])=[C:19]([F:26])[CH:20]=1)[CH3:2]. The catalyst class is: 11. (3) Reactant: [CH3:1][C:2]1([C:17]2[CH:18]=[C:19]([NH:23][S:24]([CH3:27])(=[O:26])=[O:25])[CH:20]=[CH:21][CH:22]=2)[CH:7]2[CH:3]1[CH2:4][N:5]([C:8](=O)[CH2:9][CH2:10][C:11]1[CH:15]=[CH:14][S:13][CH:12]=1)[CH2:6]2.[H-].[Al+3].[Li+].[H-].[H-].[H-].O.C(=O)([O-])O.[Na+]. Product: [CH3:1][C:2]1([C:17]2[CH:18]=[C:19]([NH:23][S:24]([CH3:27])(=[O:25])=[O:26])[CH:20]=[CH:21][CH:22]=2)[CH:7]2[CH:3]1[CH2:4][N:5]([CH2:8][CH2:9][CH2:10][C:11]1[CH:15]=[CH:14][S:13][CH:12]=1)[CH2:6]2. The catalyst class is: 54.